From a dataset of Forward reaction prediction with 1.9M reactions from USPTO patents (1976-2016). Predict the product of the given reaction. (1) Given the reactants [NH2:1][C:2]1[C:3]2[C:13](=[O:14])[N:12]([C:15]3[CH:20]=[CH:19][C:18]([C:21]4([C:25]([O:27]C)=[O:26])[CH2:24][CH2:23][CH2:22]4)=[CH:17][CH:16]=3)[CH2:11][CH2:10][C:4]=2[N:5]=[C:6]([O:8][CH3:9])[N:7]=1.O1CCOCC1.O.[OH-].[Li+], predict the reaction product. The product is: [NH2:1][C:2]1[C:3]2[C:13](=[O:14])[N:12]([C:15]3[CH:20]=[CH:19][C:18]([C:21]4([C:25]([OH:27])=[O:26])[CH2:24][CH2:23][CH2:22]4)=[CH:17][CH:16]=3)[CH2:11][CH2:10][C:4]=2[N:5]=[C:6]([O:8][CH3:9])[N:7]=1. (2) Given the reactants Br[CH2:2][C:3]1[C:13]([Cl:14])=[N:12][CH:11]=[CH:10][C:4]=1[C:5]([O:7]CC)=O.Cl.[CH3:16][C:17]1[C:22]([O:23][CH2:24][CH2:25][C:26]([F:29])([F:28])[F:27])=[CH:21][N:20]=[C:19]([CH2:30][NH2:31])[CH:18]=1, predict the reaction product. The product is: [Cl:14][C:13]1[C:3]2[CH2:2][N:31]([CH2:30][C:19]3[CH:18]=[C:17]([CH3:16])[C:22]([O:23][CH2:24][CH2:25][C:26]([F:29])([F:27])[F:28])=[CH:21][N:20]=3)[C:5](=[O:7])[C:4]=2[CH:10]=[CH:11][N:12]=1. (3) The product is: [F:18][C:19]1[CH:27]=[CH:26][C:22]([C:23]([NH:4][C:3]2[CH:5]=[CH:6][CH:7]=[C:8]([B:9]3[O:13][C:12]([CH3:15])([CH3:14])[C:11]([CH3:17])([CH3:16])[O:10]3)[C:2]=2[CH3:1])=[O:24])=[CH:21][CH:20]=1. Given the reactants [CH3:1][C:2]1[C:8]([B:9]2[O:13][C:12]([CH3:15])([CH3:14])[C:11]([CH3:17])([CH3:16])[O:10]2)=[CH:7][CH:6]=[CH:5][C:3]=1[NH2:4].[F:18][C:19]1[CH:27]=[CH:26][C:22]([C:23](Cl)=[O:24])=[CH:21][CH:20]=1, predict the reaction product. (4) Given the reactants [CH3:1][S:2](Cl)(=[O:4])=[O:3].[CH2:6]([O:13][CH2:14][CH:15]([OH:30])[CH2:16][CH2:17][CH2:18][O:19][Si:20]([CH:27]([CH3:29])[CH3:28])([CH:24]([CH3:26])[CH3:25])[CH:21]([CH3:23])[CH3:22])[C:7]1[CH:12]=[CH:11][CH:10]=[CH:9][CH:8]=1.C(N(CC)CC)C.Cl, predict the reaction product. The product is: [CH3:1][S:2]([O:30][CH:15]([CH2:16][CH2:17][CH2:18][O:19][Si:20]([CH:21]([CH3:23])[CH3:22])([CH:24]([CH3:26])[CH3:25])[CH:27]([CH3:29])[CH3:28])[CH2:14][O:13][CH2:6][C:7]1[CH:12]=[CH:11][CH:10]=[CH:9][CH:8]=1)(=[O:4])=[O:3]. (5) Given the reactants [Br:1]Br.[C:3]([C:6]1[CH:7]=[N:8][CH:9]=[CH:10][CH:11]=1)(=[O:5])[CH3:4], predict the reaction product. The product is: [BrH:1].[Br:1][CH2:4][C:3]([C:6]1[CH:7]=[N:8][CH:9]=[CH:10][CH:11]=1)=[O:5]. (6) The product is: [Br:5][C:6]1[CH:7]=[C:8]2[C:12](=[CH:13][CH:14]=1)[N:11]([CH2:2][CH2:3][CH3:4])[CH:10]=[CH:9]2. Given the reactants Br[CH2:2][CH2:3][CH3:4].[Br:5][C:6]1[CH:7]=[C:8]2[C:12](=[CH:13][CH:14]=1)[NH:11][CH:10]=[CH:9]2.C(=O)([O-])[O-].[Cs+].[Cs+], predict the reaction product. (7) The product is: [C:43]([N:23]1[CH2:22][CH2:21][CH2:20][N:19]2[CH:14]([CH:1]([C:2]3[CH:3]=[CH:4][CH:5]=[CH:6][CH:7]=3)[C:8]3[CH:13]=[CH:12][CH:11]=[CH:10][CH:9]=3)[CH2:15][N:16]([CH2:26][C:27]3[CH:32]=[CH:31][CH:30]=[CH:29][C:28]=3[O:33][CH3:34])[CH2:17][C@@H:18]2[CH2:24]1)(=[O:45])[CH3:44]. Given the reactants [CH:1]([CH:14]1[N:19]2[CH2:20][CH2:21][CH2:22][NH:23][C:24](=O)[C@H:18]2[CH2:17][N:16]([CH2:26][C:27]2[CH:32]=[CH:31][CH:30]=[CH:29][C:28]=2[O:33][CH3:34])[CH2:15]1)([C:8]1[CH:13]=[CH:12][CH:11]=[CH:10][CH:9]=1)[C:2]1[CH:7]=[CH:6][CH:5]=[CH:4][CH:3]=1.[H-].[Al+3].[Li+].[H-].[H-].[H-].[OH-].[Na+].[C:43](Cl)(=[O:45])[CH3:44], predict the reaction product. (8) Given the reactants [Cl:1][C:2]1[CH:3]=[C:4]([CH:18]=[C:19]([C:23]([F:26])([F:25])[F:24])[C:20]=1[O:21]C)[C:5]([N:7]1[C:11]2[CH:12]=[CH:13][CH:14]=[CH:15][C:10]=2[S:9](=[O:17])(=[O:16])[CH2:8]1)=[O:6].[Cl-].[Li+].Cl, predict the reaction product. The product is: [Cl:1][C:2]1[CH:3]=[C:4]([CH:18]=[C:19]([C:23]([F:26])([F:25])[F:24])[C:20]=1[OH:21])[C:5]([N:7]1[C:11]2[CH:12]=[CH:13][CH:14]=[CH:15][C:10]=2[S:9](=[O:17])(=[O:16])[CH2:8]1)=[O:6]. (9) Given the reactants [F:1][C:2]1[CH:11]=[C:10]2[C:5]([C:6]([CH2:13][C:14]3[N:18]([CH3:19])[N:17]=[CH:16][N:15]=3)=[N:7][NH:8][C:9]2=[O:12])=[C:4](/[N:20]=[CH:21]/[C:22]2[CH:27]=[CH:26][C:25]([F:28])=[CH:24][CH:23]=2)[CH:3]=1.C(=O)([O-])[O-].[Cs+].[Cs+], predict the reaction product. The product is: [F:1][C:2]1[CH:3]=[C:4]2[NH:20][CH:21]([C:22]3[CH:27]=[CH:26][C:25]([F:28])=[CH:24][CH:23]=3)[CH:13]([C:14]3[N:18]([CH3:19])[N:17]=[CH:16][N:15]=3)[C:6]3=[N:7][NH:8][C:9](=[O:12])[C:10]([CH:11]=1)=[C:5]23.